This data is from Catalyst prediction with 721,799 reactions and 888 catalyst types from USPTO. The task is: Predict which catalyst facilitates the given reaction. (1) Reactant: Cl[C:2]1[C:3]2[C:4](=[CH:16][N:17](CC3C=CC(OC)=CC=3)[N:18]=2)[N:5]=[C:6]([C:8]2[CH:13]=[CH:12][C:11]([O:14][CH3:15])=[CH:10][CH:9]=2)[N:7]=1.[CH:28]1([C:31]2[NH:35][N:34]=[C:33]([NH2:36])[CH:32]=2)[CH2:30][CH2:29]1.Cl. Product: [CH:28]1([C:31]2[NH:35][N:34]=[C:33]([NH:36][C:2]3[C:3]4[NH:18][N:17]=[CH:16][C:4]=4[N:5]=[C:6]([C:8]4[CH:9]=[CH:10][C:11]([O:14][CH3:15])=[CH:12][CH:13]=4)[N:7]=3)[CH:32]=2)[CH2:30][CH2:29]1. The catalyst class is: 71. (2) Reactant: [CH2:1]([O:3][C:4]([C:6]1[NH:7][C:8]2[C:13]([CH:14]=1)=[CH:12][C:11]([OH:15])=[CH:10][CH:9]=2)=[O:5])[CH3:2].[CH:16]([N:19]1[CH2:23][CH2:22][CH:21](O)[CH2:20]1)([CH3:18])[CH3:17].N(C(N1CCCCC1)=O)=NC(N1CCCCC1)=O. Product: [CH2:1]([O:3][C:4]([C:6]1[NH:7][C:8]2[C:13]([CH:14]=1)=[CH:12][C:11]([O:15][CH:21]1[CH2:22][CH2:23][N:19]([CH:16]([CH3:18])[CH3:17])[CH2:20]1)=[CH:10][CH:9]=2)=[O:5])[CH3:2]. The catalyst class is: 1. (3) Reactant: [CH3:1][C:2]1[CH:3]=[C:4]([CH:17]=[CH:18][CH:19]=1)[CH2:5][CH:6]([C:12]([O:14]CC)=[O:13])[C:7]([O:9]CC)=[O:8].[OH-].[K+]. Product: [CH3:1][C:2]1[CH:3]=[C:4]([CH:17]=[CH:18][CH:19]=1)[CH2:5][CH:6]([C:12]([OH:14])=[O:13])[C:7]([OH:9])=[O:8]. The catalyst class is: 6.